From a dataset of Full USPTO retrosynthesis dataset with 1.9M reactions from patents (1976-2016). Predict the reactants needed to synthesize the given product. (1) Given the product [Cl-:1].[CH2:16]([N+:9]([CH2:7][CH3:8])([CH2:10][CH2:11][O:12][CH2:13][CH2:14][OH:15])[CH2:2][CH:3]([OH:6])[CH2:4][OH:5])[CH3:17], predict the reactants needed to synthesize it. The reactants are: [Cl:1][CH2:2][CH:3]([OH:6])[CH2:4][OH:5].[CH2:7]([N:9]([CH2:16][CH3:17])[CH2:10][CH2:11][O:12][CH2:13][CH2:14][OH:15])[CH3:8]. (2) Given the product [C:11]([NH:14][C@@H:15]([CH2:19][C:20]1[CH:21]=[CH:22][CH:23]=[CH:24][CH:25]=1)[C:16]([NH:37][C@H:38]([C:39](=[O:40])[NH:41][CH2:42][CH2:43][CH2:44][CH2:45][CH3:46])[CH2:47][C:48]1[CH:49]=[CH:50][C:51]([N:54]2[CH2:58][C:57](=[O:59])[N:56]([CH2:60][C:61]3[CH:66]=[CH:65][C:64]([O:67][CH3:68])=[CH:63][CH:62]=3)[S:55]2(=[O:69])=[O:70])=[CH:52][CH:53]=1)=[O:17])(=[O:13])[CH3:12], predict the reactants needed to synthesize it. The reactants are: C1C=CC2N(O)N=NC=2C=1.[C:11]([NH:14][C@@H:15]([CH2:19][C:20]1[CH:25]=[CH:24][CH:23]=[CH:22][CH:21]=1)[C:16](O)=[O:17])(=[O:13])[CH3:12].CCN=C=NCCCN(C)C.[NH2:37][C@@H:38]([CH2:47][C:48]1[CH:53]=[CH:52][C:51]([N:54]2[CH2:58][C:57](=[O:59])[N:56]([CH2:60][C:61]3[CH:66]=[CH:65][C:64]([O:67][CH3:68])=[CH:63][CH:62]=3)[S:55]2(=[O:70])=[O:69])=[CH:50][CH:49]=1)[C:39]([NH:41][CH2:42][CH2:43][CH2:44][CH2:45][CH3:46])=[O:40]. (3) Given the product [CH:23]([O:25][CH2:26][CH2:27][O:28][NH:29][C:20]([C:12]1[CH:13]=[C:14]2[CH:19]=[CH:18][N:17]=[CH:16][N:15]2[C:11]=1[NH:10][C:3]1[CH:4]=[CH:5][C:6]([S:8][CH3:9])=[CH:7][C:2]=1[F:1])=[O:22])=[CH2:24], predict the reactants needed to synthesize it. The reactants are: [F:1][C:2]1[CH:7]=[C:6]([S:8][CH3:9])[CH:5]=[CH:4][C:3]=1[NH:10][C:11]1[N:15]2[CH:16]=[N:17][CH:18]=[CH:19][C:14]2=[CH:13][C:12]=1[C:20]([OH:22])=O.[CH:23]([O:25][CH2:26][CH2:27][O:28][NH2:29])=[CH2:24].C1C=CC2N(O)N=NC=2C=1.CCN=C=NCCCN(C)C.Cl.CCN(C(C)C)C(C)C. (4) Given the product [Cl:29][C:27]1[CH:26]=[CH:25][C:24]([N:30]2[CH:34]=[N:33][N:32]=[N:31]2)=[C:23]([C:18]2[CH:17]=[C:16]3[N:21]([C@H:13]([C:11]4[NH:12][C:8]([C:3]5[CH:4]=[CH:5][CH:6]=[CH:7][C:2]=5[NH:1][C:35](=[O:37])[CH3:36])=[CH:9][N:10]=4)[CH2:14][CH2:15]3)[C:20](=[O:22])[CH:19]=2)[CH:28]=1, predict the reactants needed to synthesize it. The reactants are: [NH2:1][C:2]1[CH:7]=[CH:6][CH:5]=[CH:4][C:3]=1[C:8]1[NH:12][C:11]([C@H:13]2[N:21]3[C:16](=[CH:17][C:18]([C:23]4[CH:28]=[C:27]([Cl:29])[CH:26]=[CH:25][C:24]=4[N:30]4[CH:34]=[N:33][N:32]=[N:31]4)=[CH:19][C:20]3=[O:22])[CH2:15][CH2:14]2)=[N:10][CH:9]=1.[C:35](Cl)(=[O:37])[CH3:36]. (5) Given the product [C:31]1([CH2:37][C:38]([NH:40][C:41](=[O:42])[NH:1][C:2]2[CH:29]=[CH:28][C:5]([O:6][C:7]3[CH:12]=[CH:11][N:10]=[C:9]([NH:13][C:14]([N:16]4[CH2:21][CH2:20][CH:19]([CH2:22][N:23]5[CH2:27][CH2:26][CH2:25][CH2:24]5)[CH2:18][CH2:17]4)=[O:15])[CH:8]=3)=[CH:4][CH:3]=2)=[O:39])[CH:36]=[CH:35][CH:34]=[CH:33][CH:32]=1, predict the reactants needed to synthesize it. The reactants are: [NH2:1][C:2]1[CH:29]=[CH:28][C:5]([O:6][C:7]2[CH:12]=[CH:11][N:10]=[C:9]([NH:13][C:14]([N:16]3[CH2:21][CH2:20][CH:19]([CH2:22][N:23]4[CH2:27][CH2:26][CH2:25][CH2:24]4)[CH2:18][CH2:17]3)=[O:15])[CH:8]=2)=[C:4](F)[CH:3]=1.[C:31]1([CH2:37][C:38]([N:40]=[C:41]=[O:42])=[O:39])[CH:36]=[CH:35][CH:34]=[CH:33][CH:32]=1. (6) Given the product [Br:12][CH2:11][C@@H:9]([OH:10])[C@H:6]1[O:5][C:3](=[O:4])[C@H:2]2[O:8][C@@H:7]12, predict the reactants needed to synthesize it. The reactants are: Br[C@H:2]1[C@@H:7]([OH:8])[C@@H:6]([C@@H:9]([CH2:11][Br:12])[OH:10])[O:5][C:3]1=[O:4].O.C(=O)([O-])[O-].[K+].[K+].[F-].[K+]. (7) Given the product [CH:48]1([C:47]2[O:46][N:45]=[C:44]([C:51]3[CH:56]=[CH:55][CH:54]=[CH:53][C:52]=3[O:57][C:58]([F:61])([F:60])[F:59])[C:43]=2[CH2:42][O:16][CH:14]2[CH2:15][CH:9]3[N:8]([C:6]([O:5][C:2]([CH3:1])([CH3:3])[CH3:4])=[O:7])[CH:12]([CH2:11][CH2:10]3)[CH2:13]2)[CH2:49][CH2:50]1, predict the reactants needed to synthesize it. The reactants are: [CH3:1][C:2]([O:5][C:6]([N:8]1[CH:12]2[CH2:13][CH:14]([OH:16])[CH2:15][CH:9]1[CH2:10][CH2:11]2)=[O:7])([CH3:4])[CH3:3].C1OCCOCCOCCOCCOCCOC1.CC(C)([O-])C.[K+].Br[CH2:42][C:43]1[C:44]([C:51]2[CH:56]=[CH:55][CH:54]=[CH:53][C:52]=2[O:57][C:58]([F:61])([F:60])[F:59])=[N:45][O:46][C:47]=1[CH:48]1[CH2:50][CH2:49]1.